This data is from Forward reaction prediction with 1.9M reactions from USPTO patents (1976-2016). The task is: Predict the product of the given reaction. (1) Given the reactants Br[C:2]1[CH:3]=[C:4]2[C:9](=[CH:10][C:11]=1[Cl:12])[N:8]=[CH:7][N:6]=[C:5]2[CH:13]1[CH2:18][CH2:17][N:16]([C:19]([O:21][C:22]([CH3:25])([CH3:24])[CH3:23])=[O:20])[CH2:15][CH2:14]1.[Cl:26][C:27]1[CH:32]=[CH:31][CH:30]=[CH:29][C:28]=1B(O)O.C([O-])([O-])=O.[Na+].[Na+], predict the reaction product. The product is: [Cl:12][C:11]1[CH:10]=[C:9]2[C:4]([C:5]([CH:13]3[CH2:18][CH2:17][N:16]([C:19]([O:21][C:22]([CH3:25])([CH3:24])[CH3:23])=[O:20])[CH2:15][CH2:14]3)=[N:6][CH:7]=[N:8]2)=[CH:3][C:2]=1[C:28]1[CH:29]=[CH:30][CH:31]=[CH:32][C:27]=1[Cl:26]. (2) Given the reactants Cl.[CH3:2][O:3][C:4]1[CH:5]=[C:6]([NH:10][NH2:11])[CH:7]=[CH:8][CH:9]=1.[N+:12]([CH2:15][C:16]([C:18]1C=CC=C[CH:19]=1)=O)([O-:14])=[O:13].[C:24]([O-])(=O)[CH3:25].[Na+].[C:29](O)(=O)[CH3:30], predict the reaction product. The product is: [CH3:2][O:3][C:4]1[CH:5]=[C:6]([NH:10][N:11]=[C:29]([C:24]2[CH:25]=[CH:19][CH:18]=[CH:16][C:15]=2[N+:12]([O-:14])=[O:13])[CH3:30])[CH:7]=[CH:8][CH:9]=1. (3) Given the reactants [CH:1]([N:4]1[CH2:9][CH2:8][N:7]([C:10]([C:12]2[CH:19]=[CH:18][C:15]([CH:16]=O)=[CH:14][CH:13]=2)=[O:11])[CH2:6][CH2:5]1)([CH3:3])[CH3:2].[NH:20]1[CH2:25][CH2:24][O:23][CH2:22][CH2:21]1.[BH-](OC(C)=O)(OC(C)=O)OC(C)=O.[Na+], predict the reaction product. The product is: [CH:1]([N:4]1[CH2:9][CH2:8][N:7]([C:10]([C:12]2[CH:19]=[CH:18][C:15]([CH2:16][N:20]3[CH2:25][CH2:24][O:23][CH2:22][CH2:21]3)=[CH:14][CH:13]=2)=[O:11])[CH2:6][CH2:5]1)([CH3:3])[CH3:2]. (4) Given the reactants [CH3:1][C:2]1[CH:7]=[CH:6][C:5]([C:8]2[C:16]3[O:15][CH:14]([CH2:17][NH2:18])[CH2:13][C:12]=3[CH:11]=[CH:10][CH:9]=2)=[CH:4][CH:3]=1.C(N(C(C)C)CC)(C)C.Cl[C:29]([O:31][CH2:32][C:33]1[CH:38]=[CH:37][CH:36]=[CH:35][CH:34]=1)=[O:30].C1(C2C3OC(CNC(=O)OCC4C=CC=CC=4)CC=3C=CC=2)CCCC1, predict the reaction product. The product is: [CH2:32]([O:31][C:29](=[O:30])[NH:18][CH2:17][CH:14]1[CH2:13][C:12]2[CH:11]=[CH:10][CH:9]=[C:8]([C:5]3[CH:4]=[CH:3][C:2]([CH3:1])=[CH:7][CH:6]=3)[C:16]=2[O:15]1)[C:33]1[CH:38]=[CH:37][CH:36]=[CH:35][CH:34]=1. (5) Given the reactants [Cl:1][C:2]1[C:10]([CH3:11])=[CH:9][C:5]([C:6]([OH:8])=[O:7])=[CH:4][N:3]=1.OS(O)(=O)=O.[CH2:17](O)[CH3:18], predict the reaction product. The product is: [CH2:17]([O:7][C:6](=[O:8])[C:5]1[CH:9]=[C:10]([CH3:11])[C:2]([Cl:1])=[N:3][CH:4]=1)[CH3:18]. (6) Given the reactants [CH3:1][N:2]1[CH2:7][CH2:6][CH2:5][CH2:4][C:3]1=[O:8].Cl.CC[O:12]CC, predict the reaction product. The product is: [CH3:1][NH:2][CH2:7][CH2:6][CH2:5][CH2:4][C:3]([OH:8])=[O:12]. (7) Given the reactants [CH3:1][O:2][N:3]=[C:4]1[CH2:8][N:7](C(OC(C)(C)C)=O)[C@H:6]([C:16]([O:18][CH3:19])=[O:17])[CH2:5]1, predict the reaction product. The product is: [CH3:1][O:2][N:3]=[C:4]1[CH2:8][NH:7][C@H:6]([C:16]([O:18][CH3:19])=[O:17])[CH2:5]1. (8) The product is: [CH3:1][C:2]1[C:3]([CH2:9][N:10]([CH:11]([C:13]2[CH:18]=[CH:17][CH:16]=[CH:15][N:14]=2)[CH3:12])[CH:19]2[CH2:20][CH2:21][N:22]([C:30]([NH2:29])=[O:31])[CH2:23][CH2:24]2)=[N:4][CH:5]=[C:6]([CH3:8])[CH:7]=1. Given the reactants [CH3:1][C:2]1[C:3]([CH2:9][N:10]([CH:19]2[CH2:24][CH2:23][NH:22][CH2:21][CH2:20]2)[CH:11]([C:13]2[CH:18]=[CH:17][CH:16]=[CH:15][N:14]=2)[CH3:12])=[N:4][CH:5]=[C:6]([CH3:8])[CH:7]=1.C[Si]([N:29]=[C:30]=[O:31])(C)C, predict the reaction product.